This data is from Forward reaction prediction with 1.9M reactions from USPTO patents (1976-2016). The task is: Predict the product of the given reaction. (1) Given the reactants [Br:1][C:2]1[C:14]([CH3:15])=[CH:13][C:12]([C:16](=[O:18])[NH2:17])=[C:11]2[C:3]=1[C:4]1[CH:5]=[CH:6][C:7](C(OCC)=O)=[CH:8][C:9]=1[NH:10]2.[CH3:24][Li].CC[O:28][CH2:29][CH3:30].[NH4+].[Cl-], predict the reaction product. The product is: [Br:1][C:2]1[C:3]2[C:4]3[C:9](=[CH:8][C:7]([C:29]([OH:28])([CH3:30])[CH3:24])=[CH:6][CH:5]=3)[NH:10][C:11]=2[C:12]([C:16]([NH2:17])=[O:18])=[CH:13][C:14]=1[CH3:15]. (2) Given the reactants [OH:1][C:2]1[CH:11]=[C:10]([O:12][CH3:13])[CH:9]=[CH:8][C:3]=1[C:4]([O:6]C)=[O:5].[CH2:14](Br)[CH:15]=[CH2:16].C(=O)([O-])[O-].[K+].[K+], predict the reaction product. The product is: [CH2:16]([O:1][C:2]1[CH:11]=[C:10]([O:12][CH3:13])[CH:9]=[CH:8][C:3]=1[C:4]([OH:6])=[O:5])[CH:15]=[CH2:14]. (3) Given the reactants [OH:1][C:2]1[CH:11]=[C:10]2[C:5]([C:6]([NH:12][C:13]3[CH:14]=[C:15]4[C:19](=[CH:20][CH:21]=3)[NH:18][CH:17]=[CH:16]4)=[N:7][CH:8]=[N:9]2)=[CH:4][C:3]=1[O:22][CH3:23].[CH3:24][O:25][CH2:26][CH2:27][N:28]([CH2:30][CH2:31]O)[CH3:29], predict the reaction product. The product is: [NH:18]1[C:19]2[C:15](=[CH:14][C:13]([NH:12][C:6]3[C:5]4[C:10](=[CH:11][C:2]([O:1][CH2:31][CH2:30][N:28]([CH2:27][CH2:26][O:25][CH3:24])[CH3:29])=[C:3]([O:22][CH3:23])[CH:4]=4)[N:9]=[CH:8][N:7]=3)=[CH:21][CH:20]=2)[CH:16]=[CH:17]1. (4) Given the reactants [C:1]([C:4]1[CH:5]=[C:6]([C:11]2[C:12]([C@@H:17]([NH:27][C:28](=[O:34])[O:29][C:30]([CH3:33])([CH3:32])[CH3:31])[CH2:18][C:19]3[CH:24]=[C:23]([F:25])[CH:22]=[C:21]([F:26])[CH:20]=3)=[N:13][CH:14]=[N:15][CH:16]=2)[CH:7]=[CH:8][C:9]=1F)(=O)[NH2:2].BrC1C([C@@H](NC(=O)OC(C)(C)C)CC2C=C(F)C=C(F)C=2)=[N:38]C=NC=1.N1C2=NC=C(B(O)O)C=C2C=C1, predict the reaction product. The product is: [NH:38]1[C:1]2=[N:2][CH:7]=[C:6]([C:11]3[C:12]([C@@H:17]([NH:27][C:28](=[O:34])[O:29][C:30]([CH3:31])([CH3:33])[CH3:32])[CH2:18][C:19]4[CH:20]=[C:21]([F:26])[CH:22]=[C:23]([F:25])[CH:24]=4)=[N:13][CH:14]=[N:15][CH:16]=3)[CH:5]=[C:4]2[CH:9]=[CH:8]1. (5) Given the reactants [CH2:1]([C:9]1([CH2:12][NH2:13])[CH2:11][CH2:10]1)[CH2:2][C:3]1[CH:8]=[CH:7][CH:6]=[CH:5]C=1.C(Br)C1C=CC=CC=1.C1(C#N)CC1, predict the reaction product. The product is: [CH2:1]([C:9]1([C:12]#[N:13])[CH2:10][CH2:11]1)[C:2]1[CH:3]=[CH:8][CH:7]=[CH:6][CH:5]=1. (6) Given the reactants [Cl:1][C:2]1[CH:7]=[CH:6][C:5]([C:8]2[N:12]([CH3:13])[CH:11]=[N:10][C:9]=2[C:14]#[N:15])=[CH:4][CH:3]=1.[F:16][C:17]1[CH:18]=[C:19]([CH:23]=[C:24]([F:26])[CH:25]=1)[CH2:20][Mg]Br.CC(O)CC.[BH4-].[Na+], predict the reaction product. The product is: [Cl:1][C:2]1[CH:3]=[CH:4][C:5]([C:8]2[N:12]([CH3:13])[CH:11]=[N:10][C:9]=2[CH:14]([NH2:15])[CH2:20][C:19]2[CH:18]=[C:17]([F:16])[CH:25]=[C:24]([F:26])[CH:23]=2)=[CH:6][CH:7]=1. (7) Given the reactants [NH2:1][C:2]1[N:7]=[CH:6][C:5]([O:8][C:9]2[CH:10]=[CH:11][C:12]3[N:13]([CH:15]=[C:16]([NH:18][C:19]([CH:21]4[CH2:23][CH2:22]4)=[O:20])[N:17]=3)[CH:14]=2)=[CH:4][CH:3]=1.[CH3:24][C:25]1[N:30]([C:31]2[CH:36]=[CH:35][CH:34]=[CH:33][CH:32]=2)[C:29](=[O:37])[C:28]([C:38](O)=[O:39])=[CH:27][CH:26]=1.C(N(CC)C(C)C)(C)C.CN(C(ON1N=NC2C=CC=NC1=2)=[N+](C)C)C.F[P-](F)(F)(F)(F)F.C(=O)([O-])O.[Na+], predict the reaction product. The product is: [CH:21]1([C:19]([NH:18][C:16]2[N:17]=[C:12]3[CH:11]=[CH:10][C:9]([O:8][C:5]4[CH:4]=[CH:3][C:2]([NH:1][C:38]([C:28]5[C:29](=[O:37])[N:30]([C:31]6[CH:36]=[CH:35][CH:34]=[CH:33][CH:32]=6)[C:25]([CH3:24])=[CH:26][CH:27]=5)=[O:39])=[N:7][CH:6]=4)=[CH:14][N:13]3[CH:15]=2)=[O:20])[CH2:22][CH2:23]1. (8) Given the reactants [C:1]([C:3]1[CH:8]=[CH:7][C:6]([N:9]2[C@@H:13]3[CH2:14][CH2:15][CH2:16][CH2:17][C@H:12]3[N:11]([C:18]3[CH:27]=[CH:26][C:21]([C:22]([NH:24][CH3:25])=O)=[C:20]([F:28])[CH:19]=3)[C:10]2=[O:29])=[CH:5][C:4]=1[C:30]([F:33])([F:32])[F:31])#[N:2].COC1C=CC(P2(SP(C3C=CC(OC)=CC=3)(=S)S2)=[S:43])=CC=1, predict the reaction product. The product is: [C:1]([C:3]1[CH:8]=[CH:7][C:6]([N:9]2[C@H:13]3[CH2:14][CH2:15][CH2:16][CH2:17][C@@H:12]3[N:11]([C:18]3[CH:27]=[CH:26][C:21]([C:22](=[S:43])[NH:24][CH3:25])=[C:20]([F:28])[CH:19]=3)[C:10]2=[O:29])=[CH:5][C:4]=1[C:30]([F:33])([F:32])[F:31])#[N:2]. (9) Given the reactants C(C(C1C=C(C=CC=1)C(NC1C=CC(C)=C(N[C:20]([C:22]2[N:27]=[C:26]([N:28]3[CH2:33][CH2:32][CH2:31][CH2:30][CH2:29]3)[N:25]=[C:24]([CH3:34])[CH:23]=2)=[O:21])C=1)=O)(C)C)#N.[Li+].[OH-:39], predict the reaction product. The product is: [CH3:34][C:24]1[N:25]=[C:26]([N:28]2[CH2:33][CH2:32][CH2:31][CH2:30][CH2:29]2)[N:27]=[C:22]([C:20]([OH:21])=[O:39])[CH:23]=1.